This data is from Forward reaction prediction with 1.9M reactions from USPTO patents (1976-2016). The task is: Predict the product of the given reaction. Given the reactants [CH2:1]([NH2:3])[CH3:2].CO.[NH:6]1[CH:10]=[N:9][C:8]([S:11](F)(=[O:13])=[O:12])=[N:7]1, predict the reaction product. The product is: [CH2:1]([NH:3][S:11]([C:8]1[N:9]=[CH:10][NH:6][N:7]=1)(=[O:13])=[O:12])[CH3:2].